Dataset: Peptide-MHC class II binding affinity with 134,281 pairs from IEDB. Task: Regression. Given a peptide amino acid sequence and an MHC pseudo amino acid sequence, predict their binding affinity value. This is MHC class II binding data. (1) The binding affinity (normalized) is 0.605. The MHC is DRB1_1302 with pseudo-sequence DRB1_1302. The peptide sequence is KEISNMLNIMNRRRK. (2) The peptide sequence is GYTPATPAAPAGAEP. The MHC is HLA-DPA10201-DPB10501 with pseudo-sequence HLA-DPA10201-DPB10501. The binding affinity (normalized) is 0. (3) The binding affinity (normalized) is 0.583. The MHC is DRB1_0101 with pseudo-sequence DRB1_0101. The peptide sequence is GELQIVDKIDHAFKI. (4) The peptide sequence is YDHFLANVSTVLTGK. The MHC is DRB1_0701 with pseudo-sequence DRB1_0701. The binding affinity (normalized) is 0.718. (5) The peptide sequence is QVKVPKGAPCRIPVI. The MHC is DRB4_0101 with pseudo-sequence DRB4_0103. The binding affinity (normalized) is 0.114. (6) The peptide sequence is LIGPTPVNIIGRNLLTQLGC. The MHC is HLA-DQA10301-DQB10302 with pseudo-sequence HLA-DQA10301-DQB10302. The binding affinity (normalized) is 0.